From a dataset of Tox21: 12 toxicity assays (nuclear receptors and stress response pathways). Binary classification across 12 toxicity assays. (1) The compound is CC(=O)OCC(=O)NCCCOc1cccc(CN2CCCCC2)c1. It tested positive (active) for: NR-ER (Estrogen Receptor agonist activity), and NR-ER-LBD (Estrogen Receptor Ligand Binding Domain agonist). (2) The drug is CC[C@]1(O)C[C@H]2CN(CCc3c([nH]c4ccccc34)[C@@](C(=O)OC)(c3cc4c(cc3OC)N(C)[C@H]3[C@@](O)(C(N)=O)[C@H](O)[C@]5(CC)C=CCN6CC[C@]43[C@@H]65)C2)C1. It tested positive (active) for: SR-ATAD5 (ATAD5 genotoxicity (DNA damage)), and SR-p53 (p53 tumor suppressor activation). (3) The drug is COc1ccccc1N. It tested positive (active) for: NR-AhR (Aryl hydrocarbon Receptor agonist activity). (4) The molecule is CS(=O)(=O)OCCCCOS(C)(=O)=O. It tested positive (active) for: NR-ER (Estrogen Receptor agonist activity). (5) The molecule is Nc1cc(Cl)ccc1O. It tested positive (active) for: NR-AhR (Aryl hydrocarbon Receptor agonist activity), SR-ARE (Antioxidant Response Element (oxidative stress)), and SR-p53 (p53 tumor suppressor activation). (6) The molecule is Oc1c(Cl)c(Cl)cc(Cl)c1Cl. It tested positive (active) for: NR-Aromatase (Aromatase enzyme inhibition), SR-ARE (Antioxidant Response Element (oxidative stress)), and SR-MMP (Mitochondrial Membrane Potential disruption).